Dataset: Full USPTO retrosynthesis dataset with 1.9M reactions from patents (1976-2016). Task: Predict the reactants needed to synthesize the given product. (1) The reactants are: [NH2:1][C:2]1[C:7]([S:8]([NH:11][CH2:12][C@H:13]2[CH2:17][CH2:16][N:15]([CH3:18])[CH2:14]2)(=[O:10])=[O:9])=[CH:6][C:5](Br)=[CH:4][N:3]=1.[CH3:20][C:21]1([CH3:45])[CH2:30][CH2:29][C:28]2[N:27]=[CH:26][N:25]=[C:24]([N:31]3[CH2:37][C:36]4[CH:38]=[C:39](B(O)O)[CH:40]=[CH:41][C:35]=4[O:34][CH2:33][CH2:32]3)[C:23]=2[CH2:22]1. Given the product [NH2:1][C:2]1[C:7]([S:8]([NH:11][CH2:12][C@H:13]2[CH2:17][CH2:16][N:15]([CH3:18])[CH2:14]2)(=[O:10])=[O:9])=[CH:6][C:5]([C:39]2[CH:40]=[CH:41][C:35]3[O:34][CH2:33][CH2:32][N:31]([C:24]4[C:23]5[CH2:22][C:21]([CH3:20])([CH3:45])[CH2:30][CH2:29][C:28]=5[N:27]=[CH:26][N:25]=4)[CH2:37][C:36]=3[CH:38]=2)=[CH:4][N:3]=1, predict the reactants needed to synthesize it. (2) Given the product [C:2](=[O:3])([O:4][CH2:5][CH3:6])[O:24][C:18]1[CH:19]=[CH:20][C:21]([CH3:23])=[CH:22][C:17]=1[CH:8]1[CH:9]2[CH2:10][CH:11]3[CH2:12][CH:13]([CH2:14][CH:7]1[CH2:16]3)[CH2:15]2, predict the reactants needed to synthesize it. The reactants are: Cl[C:2]([O:4][CH2:5][CH3:6])=[O:3].[CH:7]12[CH2:16][CH:11]3[CH2:12][CH:13]([CH2:15][CH:9]([CH2:10]3)[CH:8]1[C:17]1[CH:22]=[C:21]([CH3:23])[CH:20]=[CH:19][C:18]=1[OH:24])[CH2:14]2.CCN(CC)CC. (3) Given the product [F:1][C:2]1[C:7]([O:8][CH3:9])=[CH:6][C:5]([O:10][CH3:11])=[C:4]([F:12])[C:3]=1[N:13]1[C:22](=[O:23])[C:21]2([CH2:25][CH2:24]2)[C:20]2[C:15](=[CH:16][N:17]=[C:18]([C:26]3[CH:27]=[N:28][CH:29]=[C:30]([CH2:31][N:34]4[CH2:39][CH2:38][O:37][CH2:36][CH2:35]4)[CH:33]=3)[CH:19]=2)[CH2:14]1, predict the reactants needed to synthesize it. The reactants are: [F:1][C:2]1[C:7]([O:8][CH3:9])=[CH:6][C:5]([O:10][CH3:11])=[C:4]([F:12])[C:3]=1[N:13]1[C:22](=[O:23])[C:21]2([CH2:25][CH2:24]2)[C:20]2[C:15](=[CH:16][N:17]=[C:18]([C:26]3[CH:27]=[N:28][CH:29]=[C:30]([CH:33]=3)[CH:31]=O)[CH:19]=2)[CH2:14]1.[NH:34]1[CH2:39][CH2:38][O:37][CH2:36][CH2:35]1.C(O)(=O)C.C(O[BH-](OC(=O)C)OC(=O)C)(=O)C.[Na+]. (4) Given the product [CH3:7][N:5]([C:4]([O:8][N:9]1[N:17]=[N:16][C:11]2[CH:12]=[CH:13][CH:14]=[N:15][C:10]1=2)=[N+:2]([CH3:3])[CH3:1])[CH3:6].[F:18][P-:19]([F:24])([F:23])([F:22])([F:21])[F:20].[CH:13]1[CH:14]=[N:15][C:10]2[N:9]([OH:8])[N:17]=[N:16][C:11]=2[CH:12]=1, predict the reactants needed to synthesize it. The reactants are: [CH3:1][N:2]([C:4]([O:8][N:9]1[N:17]=[N:16][C:11]2[CH:12]=[CH:13][CH:14]=[N:15][C:10]1=2)=[N+:5]([CH3:7])[CH3:6])[CH3:3].[F:18][P-:19]([F:24])([F:23])([F:22])([F:21])[F:20].CCN(C(C)C)C(C)C.CN. (5) Given the product [CH2:1]([O:8][C:9](=[O:10])[NH:11][C@H:12]1[C:18](=[O:19])[NH:17][C:16]2[CH:20]=[CH:21][C:22]([N:24]3[CH2:28][CH:27]([CH2:29][OH:30])[O:26][C:25]3=[O:36])=[CH:23][C:15]=2[CH2:14][CH2:13]1)[C:2]1[CH:3]=[CH:4][CH:5]=[CH:6][CH:7]=1, predict the reactants needed to synthesize it. The reactants are: [CH2:1]([O:8][C:9]([NH:11][CH:12]1[C:18](=[O:19])[NH:17][C:16]2[CH:20]=[CH:21][C:22]([N:24]3[CH2:28][CH:27]([CH2:29][O:30]C(=O)CCC)[O:26][C:25]3=[O:36])=[CH:23][C:15]=2[CH2:14][CH2:13]1)=[O:10])[C:2]1[CH:7]=[CH:6][CH:5]=[CH:4][CH:3]=1.C([O-])([O-])=O.[K+].[K+]. (6) The reactants are: [S:1]1[CH:5]=[CH:4][CH:3]=[C:2]1[C:6]1([C:12]([OH:14])=O)[CH2:11][CH2:10][O:9][CH2:8][CH2:7]1.S(Cl)([Cl:17])=O.CN(C=O)C. Given the product [S:1]1[CH:5]=[CH:4][CH:3]=[C:2]1[C:6]1([C:12]([Cl:17])=[O:14])[CH2:11][CH2:10][O:9][CH2:8][CH2:7]1, predict the reactants needed to synthesize it. (7) Given the product [F:1][C:2]1[CH:10]=[CH:9][CH:8]=[C:7]2[C:3]=1[CH:4]=[N:5][N:6]2[C:12]1[CH:13]=[C:14]([C:18]([OH:21])([CH3:20])[CH3:19])[CH:15]=[N:16][CH:17]=1, predict the reactants needed to synthesize it. The reactants are: [F:1][C:2]1[CH:10]=[CH:9][CH:8]=[C:7]2[C:3]=1[CH:4]=[N:5][NH:6]2.Br[C:12]1[CH:13]=[C:14]([C:18]([OH:21])([CH3:20])[CH3:19])[CH:15]=[N:16][CH:17]=1.CC(C)([O-])C.[Na+].C(P(C(C)(C)C)C1C=CC=CC=1C1C(C(C)C)=CC(C(C)C)=CC=1C(C)C)(C)(C)C. (8) The reactants are: [CH:1]12[CH2:10][CH:5]3[CH2:6][CH:7]([CH2:9][CH:3]([CH2:4]3)[CH:2]1[NH:11][C:12]([C:14]1[CH:15]=[N:16][N:17]([C:20]3[CH:25]=[CH:24][CH:23]=[CH:22][CH:21]=3)[C:18]=1Cl)=[O:13])[CH2:8]2.[NH2:26][CH2:27][C:28]1[CH:29]=[N:30][CH:31]=[CH:32][CH:33]=1. Given the product [CH:1]12[CH2:10][CH:5]3[CH2:6][CH:7]([CH2:9][CH:3]([CH2:4]3)[CH:2]1[NH:11][C:12]([C:14]1[CH:15]=[N:16][N:17]([C:20]3[CH:25]=[CH:24][CH:23]=[CH:22][CH:21]=3)[C:18]=1[NH:26][CH2:27][C:28]1[CH:29]=[N:30][CH:31]=[CH:32][CH:33]=1)=[O:13])[CH2:8]2, predict the reactants needed to synthesize it. (9) Given the product [C:18]([O:17][C:16]([NH:15][C:11]1([C:8]2[CH:9]=[CH:10][C:5]([C:3]3[N:29]=[C:30]4[C:35]([O:36][CH3:37])=[N:34][C:33]([C:38]([O:40][CH3:41])=[O:39])=[CH:32][N:31]4[C:2]=3[C:23]3[CH:24]=[CH:25][CH:26]=[CH:27][CH:28]=3)=[CH:6][CH:7]=2)[CH2:14][CH2:13][CH2:12]1)=[O:22])([CH3:21])([CH3:19])[CH3:20], predict the reactants needed to synthesize it. The reactants are: Br[CH:2]([C:23]1[CH:28]=[CH:27][CH:26]=[CH:25][CH:24]=1)[C:3]([C:5]1[CH:10]=[CH:9][C:8]([C:11]2([NH:15][C:16](=[O:22])[O:17][C:18]([CH3:21])([CH3:20])[CH3:19])[CH2:14][CH2:13][CH2:12]2)=[CH:7][CH:6]=1)=O.[NH2:29][C:30]1[N:31]=[CH:32][C:33]([C:38]([O:40][CH3:41])=[O:39])=[N:34][C:35]=1[O:36][CH3:37].O.